From a dataset of Reaction yield outcomes from USPTO patents with 853,638 reactions. Predict the reaction yield, written as a fraction of the theoretical maximum amount of product (1.0 means a 100% yield; for example, 0.34 means a 34% yield). (1) The reactants are [CH3:1][O:2][C:3]1[CH:4]=[C:5]2[C:10](=[CH:11][C:12]=1[O:13][CH3:14])[C:9]([CH2:15][CH2:16][CH3:17])=[N:8][C:7]([OH:18])=[CH:6]2.Cl.[Cl:20][CH2:21][C:22]1[C:23]([NH:34][CH2:35][CH3:36])=[N:24][C:25]2[C:30]([CH:31]=1)=[CH:29][C:28]([O:32][CH3:33])=[CH:27][CH:26]=2.[Cl:37]CC1C(NCC)=NC2C(C=1)=CC(OC)=CC=2.[Li+].[OH-]. The catalyst is C1(C)C=CC=CC=1.C(Cl)Cl. The product is [ClH:20].[ClH:37].[CH2:35]([NH:34][C:23]1[C:22]([CH2:21][C:6]2[C:5]3[C:10](=[CH:11][C:12]([O:13][CH3:14])=[C:3]([O:2][CH3:1])[CH:4]=3)[C:9]([CH2:15][CH2:16][CH3:17])=[N:8][C:7]=2[OH:18])=[CH:31][C:30]2[C:25](=[CH:26][CH:27]=[C:28]([O:32][CH3:33])[CH:29]=2)[N:24]=1)[CH3:36]. The yield is 0.0600. (2) The reactants are [CH3:1][O:2][C:3](=[O:11])[C:4]1[CH:9]=[CH:8][CH:7]=[CH:6][C:5]=1[CH3:10].C1C(=O)N([Br:19])C(=O)C1.C(OOC(=O)C1C=CC=CC=1)(=O)C1C=CC=CC=1. No catalyst specified. The product is [CH3:1][O:2][C:3](=[O:11])[C:4]1[CH:9]=[CH:8][CH:7]=[CH:6][C:5]=1[CH2:10][Br:19]. The yield is 0.920. (3) The reactants are CN(C)/[CH:3]=[CH:4]/[C:5]1[C:6]([N+:19]([O-])=O)=[C:7]([C:13]([N+:16]([O-])=O)=[CH:14][CH:15]=1)[C:8]([O:10][CH2:11][CH3:12])=[O:9]. The catalyst is [Ni].CCO. The product is [NH2:16][C:13]1[C:7]([C:8]([O:10][CH2:11][CH3:12])=[O:9])=[C:6]2[C:5]([CH:4]=[CH:3][NH:19]2)=[CH:15][CH:14]=1. The yield is 0.160. (4) The reactants are [Cl:1][C:2]1[CH:3]=[CH:4][C:5]([S:23]([CH2:26][CH3:27])(=[O:25])=[O:24])=[C:6]([CH:22]=1)[NH:7][N:8]1[C:17](=[O:18])[C:16]2[C:11](=[CH:12][CH:13]=[C:14]([C:19]([CH3:21])=[CH2:20])[CH:15]=2)[N:10]=[CH:9]1. The catalyst is C(OCC)(=O)C.CO.[Pd]. The product is [Cl:1][C:2]1[CH:3]=[CH:4][C:5]([S:23]([CH2:26][CH3:27])(=[O:24])=[O:25])=[C:6]([CH:22]=1)[NH:7][N:8]1[C:17](=[O:18])[C:16]2[C:11](=[CH:12][CH:13]=[C:14]([CH:19]([CH3:21])[CH3:20])[CH:15]=2)[N:10]=[CH:9]1. The yield is 0.660. (5) The catalyst is CN(C)C=O.O. The reactants are [F:1][C:2]([F:17])([F:16])[CH:3]([C:5]1[CH:10]=[CH:9][C:8]([F:11])=[C:7]([C:12]([F:15])([F:14])[F:13])[CH:6]=1)[NH2:4].[Cl:18][C:19]1[CH:27]=[C:26]2[C:22]([CH:23]=[C:24]([C:28](O)=[O:29])[NH:25]2)=[CH:21][C:20]=1[C:31]([O:33][CH2:34][CH3:35])=[O:32].F[P-](F)(F)(F)(F)F.N1(OC(N(C)C)=[N+](C)C)C2C=CC=CC=2N=N1.CN1CCOCC1. The product is [Cl:18][C:19]1[CH:27]=[C:26]2[C:22]([CH:23]=[C:24]([C:28](=[O:29])[NH:4][CH:3]([C:5]3[CH:10]=[CH:9][C:8]([F:11])=[C:7]([C:12]([F:13])([F:14])[F:15])[CH:6]=3)[C:2]([F:1])([F:16])[F:17])[NH:25]2)=[CH:21][C:20]=1[C:31]([O:33][CH2:34][CH3:35])=[O:32]. The yield is 0.650. (6) The reactants are N1CCCCC1.[OH:7][C:8]1[CH:15]=[CH:14][C:11]([CH:12]=O)=[CH:10][C:9]=1[O:16][CH3:17].C([CH2:21][C:22]([NH:24][C:25]1[CH:33]=[CH:32][CH:31]=[CH:30][C:26]=1[C:27]([OH:29])=[O:28])=[O:23])(O)=O.Cl. The catalyst is C1(C)C=CC=CC=1. The yield is 0.780. The product is [OH:7][C:8]1[CH:15]=[CH:14][C:11](/[CH:12]=[CH:21]/[C:22]([NH:24][C:25]2[CH:33]=[CH:32][CH:31]=[CH:30][C:26]=2[C:27]([OH:29])=[O:28])=[O:23])=[CH:10][C:9]=1[O:16][CH3:17]. (7) The reactants are [CH3:1][O:2][C:3](=[O:24])[CH2:4][CH2:5][S:6][CH2:7][C:8]1[CH:13]=[CH:12][C:11]([C:14](=[O:23])[CH2:15][C:16]([O:18][C:19]([CH3:22])([CH3:21])[CH3:20])=[O:17])=[CH:10][CH:9]=1.CO[CH:27](OC)[N:28](C)C.Cl.NO. No catalyst specified. The product is [CH3:1][O:2][C:3](=[O:24])[CH2:4][CH2:5][S:6][CH2:7][C:8]1[CH:13]=[CH:12][C:11]([C:14]2[O:23][N:28]=[CH:27][C:15]=2[C:16]([O:18][C:19]([CH3:20])([CH3:21])[CH3:22])=[O:17])=[CH:10][CH:9]=1. The yield is 0.650. (8) The reactants are [F:1][C:2]1[CH:3]=[C:4]([C@H:8]2[CH2:12][CH2:11][CH2:10][N:9]2[C:13]2[CH:18]=[CH:17][N:16]3[N:19]=[CH:20][C:21]([C:22](O)=[O:23])=[C:15]3[N:14]=2)[CH:5]=[N:6][CH:7]=1.CN(C(ON1N=[N:40][C:35]2[CH:36]=CC=N[C:34]1=2)=[N+](C)C)C.F[P-](F)(F)(F)(F)F.CC(N)C.CCN(C(C)C)C(C)C. The catalyst is O.CN(C=O)C. The product is [F:1][C:2]1[CH:3]=[C:4]([C@H:8]2[CH2:12][CH2:11][CH2:10][N:9]2[C:13]2[CH:18]=[CH:17][N:16]3[N:19]=[CH:20][C:21]([C:22]([NH:40][CH:35]([CH3:36])[CH3:34])=[O:23])=[C:15]3[N:14]=2)[CH:5]=[N:6][CH:7]=1. The yield is 0.290. (9) The reactants are F.F.F.C(N(CC)CC)C.C(N(CC)CC)C.[Si]([O:35][CH2:36][C@H:37]1[O:41][C@@H:40]([N:42]2[CH:49]=[C:48]([CH3:50])[C:46](=[O:47])[NH:45][C:43]2=[O:44])[C@H:39]([O:51][CH2:52][CH2:53][O:54][N:55]([CH3:57])[CH3:56])[C@@H:38]1[OH:58])(C(C)(C)C)(C1C=CC=CC=1)C1C=CC=CC=1.CO. The catalyst is C1COCC1.C(Cl)Cl. The product is [CH3:56][N:55]([CH3:57])[O:54][CH2:53][CH2:52][O:51][C@@H:39]1[C@H:38]([OH:58])[C@@H:37]([CH2:36][OH:35])[O:41][C@H:40]1[N:42]1[CH:49]=[C:48]([CH3:50])[C:46](=[O:47])[NH:45][C:43]1=[O:44]. The yield is 0.925.